The task is: Regression/Classification. Given a drug SMILES string, predict its toxicity properties. Task type varies by dataset: regression for continuous values (e.g., LD50, hERG inhibition percentage) or binary classification for toxic/non-toxic outcomes (e.g., AMES mutagenicity, cardiotoxicity, hepatotoxicity). Dataset: ld50_zhu.. This data is from Acute oral toxicity (LD50) regression data from Zhu et al.. (1) The drug is ON=CC(O)(C#Cc1ccccc1)c1ccccc1. The rat oral LD50 is 1.46, given as -log10 of the dose in mol/kg body weight (higher means more acutely toxic). (2) The drug is CCNc1nc(Cl)nc(NC(C)CC)n1. The rat oral LD50 is 1.88, given as -log10 of the dose in mol/kg body weight (higher means more acutely toxic).